From a dataset of Catalyst prediction with 721,799 reactions and 888 catalyst types from USPTO. Predict which catalyst facilitates the given reaction. (1) Reactant: [N+:1]([C:4]1[CH:21]=[CH:20][C:7]([O:8][CH2:9][O:10][C:11]2[CH:16]=[CH:15][C:14]([N+:17]([O-])=O)=[CH:13][CH:12]=2)=[CH:6][CH:5]=1)([O-])=O.O.NN. The catalyst class is: 312. Product: [CH2:9]([O:8][C:7]1[CH:20]=[CH:21][C:4]([NH2:1])=[CH:5][CH:6]=1)[O:10][C:11]1[CH:12]=[CH:13][C:14]([NH2:17])=[CH:15][CH:16]=1. (2) Reactant: [F:1][C:2]1[CH:7]=[CH:6][C:5]([C:8]2[C:9]([C:21]3[CH:26]=[CH:25][CH:24]=[CH:23][CH:22]=3)=[C:10]([C:18]([NH2:20])=[O:19])[N:11]([CH:15]([CH3:17])[CH3:16])[C:12]=2[CH:13]=[O:14])=[CH:4][CH:3]=1.C(O[AlH-](OC(C)(C)C)OC(C)(C)C)(C)(C)C.[Li+]. The catalyst class is: 1. Product: [F:1][C:2]1[CH:7]=[CH:6][C:5]([C:8]2[C:9]([C:21]3[CH:22]=[CH:23][CH:24]=[CH:25][CH:26]=3)=[C:10]([C:18]([NH2:20])=[O:19])[N:11]([CH:15]([CH3:17])[CH3:16])[C:12]=2[CH2:13][OH:14])=[CH:4][CH:3]=1.